Dataset: Choline transporter screen with 302,306 compounds. Task: Binary Classification. Given a drug SMILES string, predict its activity (active/inactive) in a high-throughput screening assay against a specified biological target. The compound is s1c(c([n+](CC(=O)c2ccccc2)c1)C)CCOC(=O)c1cc([N+]([O-])=O)cc([N+]([O-])=O)c1. The result is 0 (inactive).